From a dataset of Retrosynthesis with 50K atom-mapped reactions and 10 reaction types from USPTO. Predict the reactants needed to synthesize the given product. (1) The reactants are: C=C(c1ncccc1F)c1nc2cc(Cl)nc(-c3cncc(Cl)c3)c2n1C[C@H]1CC[C@H](C)CC1. Given the product CC(c1ncccc1F)c1nc2cc(Cl)nc(-c3cncc(Cl)c3)c2n1C[C@H]1CC[C@H](C)CC1, predict the reactants needed to synthesize it. (2) Given the product CN1CCN(c2ncnc(Nc3ccc(P(C)(C)=O)cc3)n2)CC1, predict the reactants needed to synthesize it. The reactants are: CN1CCNCC1.CP(C)(=O)c1ccc(Nc2ncnc(Cl)n2)cc1. (3) Given the product CCCS(=O)(=O)Nc1ccc(C(=O)CC#N)cc1, predict the reactants needed to synthesize it. The reactants are: CCCS(=O)(=O)Cl.N#CCC(=O)c1ccc(N)cc1. (4) The reactants are: Cc1cc(-c2ccc(C(F)(F)F)cc2)nc(-c2ccnc(Cl)c2)c1.O=[N+]([O-])c1cccc(B(O)O)c1. Given the product Cc1cc(-c2ccc(C(F)(F)F)cc2)nc(-c2ccnc(-c3cccc([N+](=O)[O-])c3)c2)c1, predict the reactants needed to synthesize it. (5) Given the product CC(=O)NC1CCN(c2nc(Nc3ccc(F)cc3F)c(C(=O)O)cc2F)C1, predict the reactants needed to synthesize it. The reactants are: COC(=O)c1cc(F)c(N2CCC(NC(C)=O)C2)nc1Nc1ccc(F)cc1F.